From a dataset of Full USPTO retrosynthesis dataset with 1.9M reactions from patents (1976-2016). Predict the reactants needed to synthesize the given product. (1) Given the product [C:1]([O:5][C:6](=[O:9])[N:7]([CH2:32][C:29]1[CH:30]=[CH:31][C:26]([CH2:25][CH2:24][N:21]2[CH:22]=[CH:23][C:18]([O:17][CH2:10][C:11]3[CH:12]=[CH:13][CH:14]=[CH:15][CH:16]=3)=[CH:19][C:20]2=[O:34])=[CH:27][CH:28]=1)[CH3:8])([CH3:4])([CH3:3])[CH3:2], predict the reactants needed to synthesize it. The reactants are: [C:1]([O:5][C:6](=[O:9])[NH:7][CH3:8])([CH3:4])([CH3:3])[CH3:2].[CH2:10]([O:17][C:18]1[CH:23]=[CH:22][N:21]([CH2:24][CH2:25][C:26]2[CH:31]=[CH:30][C:29]([CH2:32]Br)=[CH:28][CH:27]=2)[C:20](=[O:34])[CH:19]=1)[C:11]1[CH:16]=[CH:15][CH:14]=[CH:13][CH:12]=1. (2) Given the product [Cl:6][C:15]1[CH:8]=[C:9]2[C:10](=[C:11]([O:12][CH3:13])[CH:14]=1)[N:16]=[CH:25][CH:26]=[CH:21]2, predict the reactants needed to synthesize it. The reactants are: S(=O)(=O)(O)O.[ClH:6].Cl[C:8]1[CH:9]=[C:10]([NH2:16])[C:11](=[CH:14][CH:15]=1)[O:12][CH3:13].[Na+].[N+]([C:21]1C=C(S([O-])(=O)=O)C=[CH:25][CH:26]=1)([O-])=O.B(O)(O)O.[OH-].[Na+].